From a dataset of Forward reaction prediction with 1.9M reactions from USPTO patents (1976-2016). Predict the product of the given reaction. (1) Given the reactants [Cl:1][C:2]1[CH:7]=[CH:6][CH:5]=[CH:4][C:3]=1[S:8][C:9]1[CH:10]=[C:11]([S:22][CH2:23][CH2:24][C:25](OC)=O)[CH:12]=[N:13][C:14]=1[NH:15][C:16]1[S:17][CH:18]=[C:19]([CH3:21])[N:20]=1.Cl.[Cl:30]CC[CH2:33][N:34](C)[CH3:35], predict the reaction product. The product is: [ClH:1].[ClH:30].[Cl:1][C:2]1[CH:7]=[CH:6][CH:5]=[CH:4][C:3]=1[S:8][C:9]1[C:14]([NH:15][C:16]2[S:17][CH:18]=[C:19]([CH3:21])[N:20]=2)=[N:13][CH:12]=[C:11]([S:22][CH2:23][CH2:24][CH2:25][N:34]([CH3:35])[CH3:33])[CH:10]=1. (2) Given the reactants Br[C:2]1[CH:3]=[C:4]2[C:9](=[CH:10][CH:11]=1)[C:8](=[O:12])[NH:7][C:6](=[O:13])[C:5]2=[CH:14][NH:15][C:16]1[CH:21]=[CH:20][C:19]([N:22]2[CH2:27][CH2:26][N:25]([CH3:28])[CH2:24][CH2:23]2)=[CH:18][CH:17]=1.[F:29][C:30]([F:42])([F:41])[O:31][C:32]1[CH:37]=[CH:36][C:35](B(O)O)=[CH:34][CH:33]=1.C(P(C(C)(C)C)C(C)(C)C)(C)(C)C.C(=O)([O-])[O-].[Cs+].[Cs+], predict the reaction product. The product is: [CH3:28][N:25]1[CH2:24][CH2:23][N:22]([C:19]2[CH:20]=[CH:21][C:16]([NH:15]/[CH:14]=[C:5]3\[C:6](=[O:13])[NH:7][C:8](=[O:12])[C:9]4[C:4]\3=[CH:3][C:2]([C:35]3[CH:34]=[CH:33][C:32]([O:31][C:30]([F:29])([F:41])[F:42])=[CH:37][CH:36]=3)=[CH:11][CH:10]=4)=[CH:17][CH:18]=2)[CH2:27][CH2:26]1. (3) Given the reactants [NH2:1][C:2]1[NH:3][C:4](=O)[C:5]2[N:10]([CH2:11][C:12]3[CH:17]=[CH:16][CH:15]=[CH:14][CH:13]=3)[CH:9]=[CH:8][C:6]=2[N:7]=1.O=P(Cl)(Cl)[Cl:21], predict the reaction product. The product is: [CH2:11]([N:10]1[C:5]2[C:4]([Cl:21])=[N:3][C:2]([NH2:1])=[N:7][C:6]=2[CH:8]=[CH:9]1)[C:12]1[CH:17]=[CH:16][CH:15]=[CH:14][CH:13]=1. (4) Given the reactants C[O:2][C:3](=[O:38])[CH2:4][O:5][C:6]1[CH:15]=[CH:14][C:13]([F:16])=[C:12]2[C:7]=1[C:8]([O:34][CH:35]([F:37])[F:36])=[C:9]([CH2:19][C:20]1[CH:25]=[CH:24][C:23]([C:26](=[O:32])[NH:27][CH:28]3[CH2:31][CH2:30][CH2:29]3)=[CH:22][C:21]=1[Cl:33])[C:10]([CH2:17][CH3:18])=[N:11]2.[OH-].[Li+], predict the reaction product. The product is: [Cl:33][C:21]1[CH:22]=[C:23]([C:26](=[O:32])[NH:27][CH:28]2[CH2:31][CH2:30][CH2:29]2)[CH:24]=[CH:25][C:20]=1[CH2:19][C:9]1[C:10]([CH2:17][CH3:18])=[N:11][C:12]2[C:7]([C:8]=1[O:34][CH:35]([F:37])[F:36])=[C:6]([O:5][CH2:4][C:3]([OH:38])=[O:2])[CH:15]=[CH:14][C:13]=2[F:16]. (5) Given the reactants [CH3:1][O:2][C:3]1[CH:4]=[CH:5][CH:6]=[C:7]2[C:11]=1[NH:10][CH:9]=[CH:8]2.[H-].[Na+].[C:14]1([S:20](Cl)(=[O:22])=[O:21])[CH:19]=[CH:18][CH:17]=[CH:16][CH:15]=1, predict the reaction product. The product is: [CH3:1][O:2][C:3]1[CH:4]=[CH:5][CH:6]=[C:7]2[C:11]=1[N:10]([S:20]([C:14]1[CH:19]=[CH:18][CH:17]=[CH:16][CH:15]=1)(=[O:22])=[O:21])[CH:9]=[CH:8]2. (6) Given the reactants [CH2:1]([O:3][C:4]([CH:6](C(OCC)=O)[C:7]([CH3:33])([CH3:32])[CH2:8][CH2:9][CH2:10][CH2:11][CH2:12][CH2:13][CH2:14][CH2:15][CH2:16][CH2:17][C:18]([CH3:31])([CH3:30])[CH:19](C(OCC)=O)[C:20]([O:22][CH2:23][CH3:24])=[O:21])=[O:5])[CH3:2].[Cl-].[Na+].C(=O)(O)[O-].[Na+].Cl, predict the reaction product. The product is: [CH3:33][C:7]([CH3:32])([CH2:8][CH2:9][CH2:10][CH2:11][CH2:12][CH2:13][CH2:14][CH2:15][CH2:16][CH2:17][C:18]([CH3:30])([CH3:31])[CH2:19][C:20]([O:22][CH2:23][CH3:24])=[O:21])[CH2:6][C:4]([O:3][CH2:1][CH3:2])=[O:5]. (7) Given the reactants [F:1][C:2]1[CH:7]=[CH:6][C:5]([OH:8])=[CH:4][C:3]=1[C:9]([F:12])([F:11])[F:10].[CH3:13][S:14](Cl)(=[O:16])=[O:15].C(N(CC)CC)C, predict the reaction product. The product is: [CH3:13][S:14]([O:8][C:5]1[CH:6]=[CH:7][C:2]([F:1])=[C:3]([C:9]([F:10])([F:11])[F:12])[CH:4]=1)(=[O:16])=[O:15]. (8) Given the reactants O.[Cl:2][C:3]1[CH:12]=[C:11]2[C:6]([CH:7]=[CH:8][C:9](/[CH:13]=[CH:14]/[C:15]3[CH:16]=[C:17]([C@@H:21]([OH:34])[CH2:22][CH2:23][C:24]4[CH:33]=[CH:32][CH:31]=[CH:30][C:25]=4C(OC)=O)[CH:18]=[CH:19][CH:20]=3)=[N:10]2)=[CH:5][CH:4]=1.[O:35]1[CH2:39][CH2:38]OC1.[CH3:40][Mg]Cl.C(O)(=O)C, predict the reaction product. The product is: [Cl:2][C:3]1[CH:12]=[C:11]2[C:6]([CH:7]=[CH:8][C:9](/[CH:13]=[CH:14]/[C:15]3[CH:16]=[C:17]([C@@H:21]([OH:34])[CH2:22][CH2:23][C:24]4[CH:25]=[CH:30][CH:31]=[CH:32][C:33]=4[C:39]([OH:35])([CH3:38])[CH3:40])[CH:18]=[CH:19][CH:20]=3)=[N:10]2)=[CH:5][CH:4]=1.